Regression. Given a peptide amino acid sequence and an MHC pseudo amino acid sequence, predict their binding affinity value. This is MHC class I binding data. From a dataset of Peptide-MHC class I binding affinity with 185,985 pairs from IEDB/IMGT. (1) The peptide sequence is KRNYVPCHI. The MHC is HLA-B27:05 with pseudo-sequence HLA-B27:05. The binding affinity (normalized) is 0.551. (2) The MHC is HLA-A02:11 with pseudo-sequence HLA-A02:11. The binding affinity (normalized) is 1.00. The peptide sequence is LLPDSDVFV. (3) The peptide sequence is RPVFARLPF. The MHC is HLA-A02:06 with pseudo-sequence HLA-A02:06. The binding affinity (normalized) is 0.0847. (4) The peptide sequence is ISLGLILLK. The MHC is HLA-A03:01 with pseudo-sequence HLA-A03:01. The binding affinity (normalized) is 0.682.